This data is from Full USPTO retrosynthesis dataset with 1.9M reactions from patents (1976-2016). The task is: Predict the reactants needed to synthesize the given product. (1) Given the product [C:1]([O:5][C:6](=[O:31])[NH:7][C:8]1([C:12]2[CH:13]=[CH:14][C:15]([C:18]3[C:19]([C:24]4[CH:29]=[CH:28][CH:27]=[CH:26][CH:25]=4)=[CH:20][N:34]4[CH:35]=[CH:36][N:37]=[C:33]4[N:32]=3)=[CH:16][CH:17]=2)[CH2:9][CH2:10][CH2:11]1)([CH3:4])([CH3:2])[CH3:3], predict the reactants needed to synthesize it. The reactants are: [C:1]([O:5][C:6](=[O:31])[NH:7][C:8]1([C:12]2[CH:17]=[CH:16][C:15]([C:18](=O)[C:19]([C:24]3[CH:29]=[CH:28][CH:27]=[CH:26][CH:25]=3)=[CH:20]N(C)C)=[CH:14][CH:13]=2)[CH2:11][CH2:10][CH2:9]1)([CH3:4])([CH3:3])[CH3:2].[NH2:32][C:33]1[NH:34][CH:35]=[CH:36][N:37]=1.CC(O)=O.CCO. (2) Given the product [CH3:1][C:2]1[O:3][C:4]([CH2:7][CH2:8][C:9]2[CH:14]=[CH:13][C:12]([NH2:15])=[CH:11][CH:10]=2)=[N:5][N:6]=1, predict the reactants needed to synthesize it. The reactants are: [CH3:1][C:2]1[O:3][C:4](/[CH:7]=[CH:8]/[C:9]2[CH:14]=[CH:13][C:12]([N+:15]([O-])=O)=[CH:11][CH:10]=2)=[N:5][N:6]=1.O1CCCC1. (3) Given the product [CH3:1][O:2][C:3](=[O:44])[NH:4][CH:5]([C:9]([N:11]1[CH2:15][CH2:14][CH2:13][CH:12]1[C:16]1[NH:17][C:18]([C:21]2[CH:26]=[CH:25][C:24]([C:27]3[CH:32]=[CH:31][C:30]([C:33](=[O:43])[CH2:34][NH2:35])=[CH:29][CH:28]=3)=[CH:23][CH:22]=2)=[CH:19][N:20]=1)=[O:10])[CH:6]([CH3:8])[CH3:7], predict the reactants needed to synthesize it. The reactants are: [CH3:1][O:2][C:3](=[O:44])[NH:4][CH:5]([C:9]([N:11]1[CH2:15][CH2:14][CH2:13][CH:12]1[C:16]1[NH:17][C:18]([C:21]2[CH:26]=[CH:25][C:24]([C:27]3[CH:32]=[CH:31][C:30]([C:33](=[O:43])[CH2:34][NH:35]C(OC(C)(C)C)=O)=[CH:29][CH:28]=3)=[CH:23][CH:22]=2)=[CH:19][N:20]=1)=[O:10])[CH:6]([CH3:8])[CH3:7].C(OC(=O)NC1CCCN(CC2NC(C3C=CC(C4C=CC(C5NC(C6CCCN6C(=O)C(NC(OC)=O)C(C)C)=NC=5)=CC=4)=CC=3)=CN=2)C1=O)(C)(C)C. (4) Given the product [NH2:8][C:7]1[O:23][N:22]=[C:5]([C:2]([CH3:10])([CH3:1])[C:3]#[N:4])[CH:6]=1, predict the reactants needed to synthesize it. The reactants are: [CH3:1][C:2]([CH3:10])([C:5](=O)[CH2:6][C:7]#[N:8])[C:3]#[N:4].S(O)(O)(=O)=O.NO.C(C1C=C(N)[O:23][N:22]=1)(C)C. (5) Given the product [Br:18][CH2:19][CH2:20][O:1][C:2]1[CH:3]=[C:4]([CH:9]=[CH:10][CH:11]=1)[C:5]([O:7][CH3:8])=[O:6], predict the reactants needed to synthesize it. The reactants are: [OH:1][C:2]1[CH:3]=[C:4]([CH:9]=[CH:10][CH:11]=1)[C:5]([O:7][CH3:8])=[O:6].C(=O)([O-])[O-].[K+].[K+].[Br:18][CH2:19][CH2:20]Br. (6) Given the product [N:1]1([C:6]2[CH:7]=[CH:8][C:9]([CH2:10][C:11]3[C:12]([CH3:22])=[CH:13][C:14]([O:21][S:34]([C:37]([F:40])([F:39])[F:38])(=[O:36])=[O:35])=[C:15]([CH:20]=3)[C:16]([O:18][CH3:19])=[O:17])=[CH:23][CH:24]=2)[CH:5]=[CH:4][CH:3]=[N:2]1, predict the reactants needed to synthesize it. The reactants are: [N:1]1([C:6]2[CH:24]=[CH:23][C:9]([CH2:10][C:11]3[C:12]([CH3:22])=[CH:13][C:14]([OH:21])=[C:15]([CH:20]=3)[C:16]([O:18][CH3:19])=[O:17])=[CH:8][CH:7]=2)[CH:5]=[CH:4][CH:3]=[N:2]1.[H-].[Na+].C1C=CC(N([S:34]([C:37]([F:40])([F:39])[F:38])(=[O:36])=[O:35])[S:34]([C:37]([F:40])([F:39])[F:38])(=[O:36])=[O:35])=CC=1.Cl. (7) Given the product [CH2:32]([N:28]1[C@H:29]([CH3:31])[CH2:30][N:25]([C@@H:10]([C:11]2[CH:16]=[CH:15][CH:14]=[C:13]([OH:17])[CH:12]=2)[C:6]2[CH:5]=[C:4]([CH:9]=[CH:8][CH:7]=2)[C:3]([OH:36])=[O:2])[C@@H:26]([CH3:35])[CH2:27]1)[CH:33]=[CH2:34], predict the reactants needed to synthesize it. The reactants are: C[O:2][C:3](=[O:36])[C:4]1[CH:9]=[CH:8][CH:7]=[C:6]([C@@H:10]([N:25]2[CH2:30][C@@H:29]([CH3:31])[N:28]([CH2:32][CH:33]=[CH2:34])[CH2:27][C@@H:26]2[CH3:35])[C:11]2[CH:16]=[CH:15][CH:14]=[C:13]([O:17][Si](C(C)(C)C)(C)C)[CH:12]=2)[CH:5]=1.[OH-].[Na+].Cl. (8) Given the product [CH2:1]([O:3][C:4](=[O:11])[CH2:5][C:6]1[N:10]([CH:13]([CH3:15])[CH3:14])[N:9]=[N:8][N:7]=1)[CH3:2], predict the reactants needed to synthesize it. The reactants are: [CH2:1]([O:3][C:4](=[O:11])[CH2:5][C:6]1[N:7]=[N:8][NH:9][N:10]=1)[CH3:2].I[CH:13]([CH3:15])[CH3:14].[OH-].[Na+].C(OC(=O)CC1N=NN(C(C)C)N=1)C. (9) Given the product [Br:1][C:2]1[N:10]([CH2:11][C:12]2[C:17]([F:18])=[CH:16][CH:15]=[CH:14][C:13]=2[Cl:19])[C:9]2[C:8](=[O:20])[N:7]([CH3:21])[C:6](=[O:22])[N:5]([CH:29]([CH3:31])[CH3:30])[C:4]=2[N:3]=1, predict the reactants needed to synthesize it. The reactants are: [Br:1][C:2]1[N:10]([CH2:11][C:12]2[C:17]([F:18])=[CH:16][CH:15]=[CH:14][C:13]=2[Cl:19])[C:9]2[C:8](=[O:20])[N:7]([CH3:21])[C:6](=[O:22])[NH:5][C:4]=2[N:3]=1.C([O-])([O-])=O.[K+].[K+].[CH:29](I)([CH3:31])[CH3:30].